This data is from Reaction yield outcomes from USPTO patents with 853,638 reactions. The task is: Predict the reaction yield, written as a fraction of the theoretical maximum amount of product (1.0 means a 100% yield; for example, 0.34 means a 34% yield). (1) The reactants are [H-].[Na+].Cl[C:4]1[CH:9]=[CH:8][C:7]([O:10][CH2:11][C:12]2[CH:17]=[CH:16][CH:15]=[CH:14][CH:13]=2)=[CH:6][N:5]=1.Cl[C:19]1[CH:24]=[CH:23][C:22](O)=[CH:21][N:20]=1.C(Br)C1C=CC=CC=1.CN(C=[O:38])C. The catalyst is CCCCCC.O. The product is [CH2:11]([O:10][C:7]1[CH:8]=[CH:9][C:4]([O:38][CH:23]2[CH2:22][CH2:21][NH:20][CH2:19][CH2:24]2)=[N:5][CH:6]=1)[C:12]1[CH:17]=[CH:16][CH:15]=[CH:14][CH:13]=1. The yield is 0.880. (2) The reactants are [CH3:1][C:2]1[CH:3]=[C:4]2[C:8](=[CH:9][CH:10]=1)[NH:7][C:6](=[O:11])[C:5]2=[O:12].[CH2:13](O)[CH2:14][CH2:15][OH:16].O.C1(C)C=CC(S(O)(=O)=O)=CC=1. The catalyst is C1C=CC=CC=1. The product is [CH3:1][C:2]1[CH:3]=[C:4]2[C:8](=[CH:9][CH:10]=1)[NH:7][C:6](=[O:11])[C:5]12[O:16][CH2:15][CH2:14][CH2:13][O:12]1. The yield is 0.740. (3) The reactants are C(O)(C(F)(F)F)=O.[NH2:8][C:9]1[N:17]=[CH:16][N:15]=[C:14]2[C:10]=1[N:11]=[CH:12][N:13]2[C@H:18]1[C@@H:22]2[O:23]C(C)(C)[O:25][C@@H:21]2[C@@H:20]([CH2:28][N:29]([CH2:47][C:48]([F:51])([F:50])[F:49])[CH2:30][CH2:31][CH2:32][NH:33][C:34]([NH:36][C:37]2[CH:42]=[CH:41][C:40]([C:43]([CH3:46])([CH3:45])[CH3:44])=[CH:39][CH:38]=2)=[O:35])[O:19]1.C(C1C=CC(NC(NCCC=O)=O)=CC=1)(C)(C)C.C([O-])([O-])=O.[K+].[K+]. The catalyst is O. The product is [NH2:8][C:9]1[N:17]=[CH:16][N:15]=[C:14]2[C:10]=1[N:11]=[CH:12][N:13]2[C@@H:18]1[O:19][C@H:20]([CH2:28][N:29]([CH2:47][C:48]([F:49])([F:50])[F:51])[CH2:30][CH2:31][CH2:32][NH:33][C:34]([NH:36][C:37]2[CH:42]=[CH:41][C:40]([C:43]([CH3:46])([CH3:45])[CH3:44])=[CH:39][CH:38]=2)=[O:35])[C@@H:21]([OH:25])[C@H:22]1[OH:23]. The yield is 0.920. (4) The reactants are [NH:1]1[CH2:6][CH2:5][C:4](=[N:7][O:8][CH:9]2[CH2:14][CH2:13][N:12]([C:15]([O:17][CH:18]([CH3:20])[CH3:19])=[O:16])[CH2:11][CH2:10]2)[CH2:3][CH2:2]1.[Br:21][C:22]1[CH:23]=[N:24][C:25](Cl)=[C:26]([F:28])[CH:27]=1.C(N(C(C)C)CC)(C)C. The catalyst is CS(C)=O. The product is [CH:18]([O:17][C:15]([N:12]1[CH2:11][CH2:10][CH:9]([O:8][N:7]=[C:4]2[CH2:3][CH2:2][N:1]([C:25]3[C:26]([F:28])=[CH:27][C:22]([Br:21])=[CH:23][N:24]=3)[CH2:6][CH2:5]2)[CH2:14][CH2:13]1)=[O:16])([CH3:20])[CH3:19]. The yield is 0.280. (5) The reactants are [I-].C(OC([NH:9][C:10]([CH3:20])([CH3:19])[CH2:11][N+:12]1([CH3:18])[CH2:17][CH2:16][O:15][CH2:14][CH2:13]1)=O)(C)(C)C.[ClH:21]. The catalyst is CO.O1CCOCC1. The product is [Cl-:21].[NH2:9][C:10]([CH3:20])([CH3:19])[CH2:11][N+:12]1([CH3:18])[CH2:13][CH2:14][O:15][CH2:16][CH2:17]1. The yield is 0.870. (6) The reactants are [NH3:1].[Cl:2][C:3]1[CH:12]=[CH:11][C:10]([C:13]2[N:18]=[CH:17][CH:16]=[CH:15][N:14]=2)=[CH:9][C:4]=1[C:5](OC)=[O:6]. The catalyst is CO. The product is [Cl:2][C:3]1[CH:12]=[CH:11][C:10]([C:13]2[N:18]=[CH:17][CH:16]=[CH:15][N:14]=2)=[CH:9][C:4]=1[C:5]([NH2:1])=[O:6]. The yield is 0.540. (7) The reactants are [Cl:1][C:2]1[CH:3]=[C:4]([N:8]2[C:12]3[C:13](=[O:24])[N:14]([C:17]4[CH:22]=[CH:21][C:20](I)=[CH:19][CH:18]=4)[CH2:15][CH2:16][C:11]=3[C:10]([S:25]([CH3:28])(=[O:27])=[O:26])=[N:9]2)[CH:5]=[CH:6][CH:7]=1.[C:29]1(=[O:35])[NH:34][CH2:33][CH2:32][CH2:31][CH2:30]1.C(=O)([O-])[O-].[K+].[K+].N1C2C(=CC=C3C=2N=CC=C3)C=CC=1.[OH-].[NH4+]. The catalyst is ClCCl. The product is [Cl:1][C:2]1[CH:3]=[C:4]([N:8]2[C:12]3[C:13](=[O:24])[N:14]([C:17]4[CH:22]=[CH:21][C:20]([N:34]5[CH2:33][CH2:32][CH2:31][CH2:30][C:29]5=[O:35])=[CH:19][CH:18]=4)[CH2:15][CH2:16][C:11]=3[C:10]([S:25]([CH3:28])(=[O:27])=[O:26])=[N:9]2)[CH:5]=[CH:6][CH:7]=1. The yield is 0.450. (8) The reactants are C[O:2][C:3]([C:5]1[C:14]([F:15])=[C:13]2[C:8]([CH2:9][C:10]([CH3:29])([CH3:28])[CH:11]([C:16]3[CH:21]=[CH:20][CH:19]=[C:18]([N:22]4[CH2:27][CH2:26][O:25][CH2:24][CH2:23]4)[CH:17]=3)[NH:12]2)=[CH:7][CH:6]=1)=[O:4].[OH-].[Na+].Cl. The catalyst is CO.O1CCCC1.O. The product is [F:15][C:14]1[C:5]([C:3]([OH:4])=[O:2])=[CH:6][CH:7]=[C:8]2[C:13]=1[NH:12][CH:11]([C:16]1[CH:21]=[CH:20][CH:19]=[C:18]([N:22]3[CH2:27][CH2:26][O:25][CH2:24][CH2:23]3)[CH:17]=1)[C:10]([CH3:28])([CH3:29])[CH2:9]2. The yield is 0.900. (9) The reactants are [CH2:1]([O:3][C:4](=[O:31])[CH2:5][NH:6][C:7]([C:9]1[C:14]([O:15]CC2C=CC=CC=2)=[CH:13][C:12]([O:23]CC2C=CC=CC=2)=[CH:11][N:10]=1)=[O:8])[CH3:2]. The catalyst is [Pd].C(O)C. The product is [CH2:1]([O:3][C:4](=[O:31])[CH2:5][NH:6][C:7]([C:9]1[C:14]([OH:15])=[CH:13][C:12]([OH:23])=[CH:11][N:10]=1)=[O:8])[CH3:2]. The yield is 0.977.